This data is from CYP2D6 inhibition data for predicting drug metabolism from PubChem BioAssay. The task is: Regression/Classification. Given a drug SMILES string, predict its absorption, distribution, metabolism, or excretion properties. Task type varies by dataset: regression for continuous measurements (e.g., permeability, clearance, half-life) or binary classification for categorical outcomes (e.g., BBB penetration, CYP inhibition). Dataset: cyp2d6_veith. (1) The molecule is Cn1cc(-c2nc3cnc(N4CCNCC4)nc3n(-c3ccccc3)c2=O)c2ccccc21. The result is 0 (non-inhibitor). (2) The molecule is O=c1oc2c(CN3CCOCC3)c(O)ccc2c2ccccc12. The result is 1 (inhibitor). (3) The result is 0 (non-inhibitor). The molecule is FC(F)(F)c1cc(NC(=S)N2c3ccccc3-n3cccc3[C@H]2c2cccnc2)cc(C(F)(F)F)c1. (4) The compound is O=c1c2c(-c3cccs3)csc2[nH]c(=S)n1-c1ccccc1. The result is 0 (non-inhibitor). (5) The compound is COc1cc(OC)nc(Oc2ccccc2C(=O)Oc2cccc(C)c2)n1. The result is 0 (non-inhibitor). (6) The molecule is O=C(O)CCSCc1ccccc1. The result is 0 (non-inhibitor). (7) The drug is C[C@](N)(C(=O)O)c1ccc(-c2nn[nH]n2)cc1. The result is 0 (non-inhibitor).